This data is from Forward reaction prediction with 1.9M reactions from USPTO patents (1976-2016). The task is: Predict the product of the given reaction. (1) Given the reactants [C:1]1([C:7]2[C:15]3[C:10](=[CH:11][C:12]([C:16]([OH:18])=[O:17])=[CH:13][CH:14]=3)[NH:9][CH:8]=2)[CH2:6][CH2:5][CH2:4][CH2:3][CH:2]=1.C(NC(=NC(C)C)O[C:25]([CH3:28])([CH3:27])[CH3:26])(C)C.NC(=N)O, predict the reaction product. The product is: [CH:1]1([C:7]2[C:15]3[C:10](=[CH:11][C:12]([C:16]([O:18][C:25]([CH3:28])([CH3:27])[CH3:26])=[O:17])=[CH:13][CH:14]=3)[NH:9][CH:8]=2)[CH2:6][CH2:5][CH2:4][CH2:3][CH2:2]1. (2) Given the reactants [Br:1][C:2]1[CH:10]=[C:9]([F:11])[CH:8]=[C:7]2[C:3]=1[CH:4]=[C:5]([C:12]([O:14]C)=O)[NH:6]2.CC(C)([O-])C.[K+].[C:22]([O:26][CH3:27])(=[O:25])[CH:23]=[CH2:24].Cl, predict the reaction product. The product is: [Br:1][C:2]1[C:3]2[CH:4]=[C:5]3[C:12](=[O:14])[CH:23]([C:22]([O:26][CH3:27])=[O:25])[CH2:24][N:6]3[C:7]=2[CH:8]=[C:9]([F:11])[CH:10]=1. (3) Given the reactants C(O)(=O)C(O)=O.[O:7]=[C:8]1[CH:13](C(OC)=O)[C:12](=[O:18])[CH2:11][CH2:10][N:9]1[CH:19]1[CH2:24][CH2:23][N:22]([C:25]([O:27][CH2:28][C:29]2[CH:34]=[CH:33][CH:32]=[CH:31][CH:30]=2)=[O:26])[CH2:21][CH2:20]1, predict the reaction product. The product is: [O:7]=[C:8]1[CH2:13][C:12](=[O:18])[CH2:11][CH2:10][N:9]1[CH:19]1[CH2:24][CH2:23][N:22]([C:25]([O:27][CH2:28][C:29]2[CH:34]=[CH:33][CH:32]=[CH:31][CH:30]=2)=[O:26])[CH2:21][CH2:20]1. (4) The product is: [CH3:20][N:17]1[C:5]2[C:6]([O:8][C@@H:9]([C@H:11]3[CH2:15][NH:14][C:13](=[O:16])[CH2:12]3)[CH3:10])=[N:7][C:2]([C:27]3[CH:26]=[C:25]4[C:30](=[CH:29][CH:28]=3)[N:22]([CH3:21])[N:23]=[CH:24]4)=[CH:3][C:4]=2[N:19]=[CH:18]1. Given the reactants Cl[C:2]1[N:7]=[C:6]([O:8][C@@H:9]([C@H:11]2[CH2:15][NH:14][C:13](=[O:16])[CH2:12]2)[CH3:10])[C:5]2[N:17]([CH3:20])[CH:18]=[N:19][C:4]=2[CH:3]=1.[CH3:21][N:22]1[C:30]2[C:25](=[CH:26][C:27](B(O)O)=[CH:28][CH:29]=2)[CH:24]=[N:23]1, predict the reaction product. (5) The product is: [F:1][C:2]([F:32])([F:33])[C:3]1[CH:4]=[C:5]([CH2:9][CH2:10][O:11][C:12]([NH:14][CH2:15][C:16]2[CH:17]=[C:18]([CH:29]=[CH:30][CH:31]=2)[O:19][C:20]2([C:24]([OH:26])=[O:25])[CH2:21][CH2:22][CH2:23]2)=[O:13])[CH:6]=[CH:7][CH:8]=1. Given the reactants [F:1][C:2]([F:33])([F:32])[C:3]1[CH:4]=[C:5]([CH2:9][CH2:10][O:11][C:12]([NH:14][CH2:15][C:16]2[CH:17]=[C:18]([CH:29]=[CH:30][CH:31]=2)[O:19][C:20]2([C:24]([O:26]CC)=[O:25])[CH2:23][CH2:22][CH2:21]2)=[O:13])[CH:6]=[CH:7][CH:8]=1.[OH-].[Li+].O, predict the reaction product.